Dataset: Forward reaction prediction with 1.9M reactions from USPTO patents (1976-2016). Task: Predict the product of the given reaction. (1) Given the reactants Br/[CH:2]=[C:3]1/[C:4]2[CH:18]=[CH:17][C:16]([F:19])=[CH:15][C:5]=2[O:6][CH2:7][C:8]2[C:13]([F:14])=[CH:12][CH:11]=[CH:10][C:9]/1=2.[B:20]1([B:20]2[O:24][C:23]([CH3:26])([CH3:25])[C:22]([CH3:28])([CH3:27])[O:21]2)[O:24][C:23]([CH3:26])([CH3:25])[C:22]([CH3:28])([CH3:27])[O:21]1.C([O-])(=O)C.[K+].C1(P(C2CCCCC2)C2CCCCC2)CCCCC1, predict the reaction product. The product is: [F:19][C:16]1[CH:17]=[CH:18][C:4]2=[C:5]([CH:15]=1)[O:6][CH2:7][C:8]1[C:13]([F:14])=[CH:12][CH:11]=[CH:10][C:9]=1/[C:3]/2=[CH:2]\[B:20]1[O:24][C:23]([CH3:26])([CH3:25])[C:22]([CH3:28])([CH3:27])[O:21]1. (2) Given the reactants [Cu][C:2]#[N:3].Br[C:5]1[C:6]([CH2:34][N:35]2[CH2:40][CH2:39][CH2:38][C@H:37]([NH:41][CH3:42])[CH2:36]2)=[C:7]([C:30]([F:33])([F:32])[F:31])[CH:8]=[C:9]2[C:14]=1[NH:13][C:12](=[O:15])[N:11]([CH2:16][C:17]1[CH:22]=[C:21]([Cl:23])[CH:20]=[CH:19][C:18]=1[S:24]([CH2:27][CH3:28])(=[O:26])=[O:25])[C:10]2=[O:29], predict the reaction product. The product is: [Cl:23][C:21]1[CH:20]=[CH:19][C:18]([S:24]([CH2:27][CH3:28])(=[O:25])=[O:26])=[C:17]([CH2:16][N:11]2[C:10](=[O:29])[C:9]3[C:14](=[C:5]([C:2]#[N:3])[C:6]([CH2:34][N:35]4[CH2:40][CH2:39][CH2:38][C@H:37]([NH:41][CH3:42])[CH2:36]4)=[C:7]([C:30]([F:33])([F:31])[F:32])[CH:8]=3)[NH:13][C:12]2=[O:15])[CH:22]=1. (3) Given the reactants [Br:1][C:2]1[CH:7]=[CH:6][C:5]([OH:8])=[C:4]([Cl:9])[CH:3]=1.C(=O)([O-])[O-].[K+].[K+].I[CH2:17][CH2:18][CH2:19][CH2:20][CH2:21][CH2:22][CH2:23][CH3:24], predict the reaction product. The product is: [Br:1][C:2]1[CH:7]=[CH:6][C:5]([O:8][CH2:17][CH2:18][CH2:19][CH2:20][CH2:21][CH2:22][CH2:23][CH3:24])=[C:4]([Cl:9])[CH:3]=1. (4) Given the reactants C(OC([C:6]1[O:7][C:8]2[CH:14]=[CH:13][C:12]([N+:15]([O-])=O)=[CH:11][C:9]=2[CH:10]=1)=O)C.Cl[CH2:19][Cl:20], predict the reaction product. The product is: [NH2:15][C:12]1[CH:13]=[CH:14][C:8]2[O:7][CH:6]=[CH:10][C:9]=2[CH:11]=1.[Cl:20][CH2:19][CH2:12][NH2:15].